Dataset: Full USPTO retrosynthesis dataset with 1.9M reactions from patents (1976-2016). Task: Predict the reactants needed to synthesize the given product. (1) Given the product [NH2:38][C:37]1[C:36]([NH:11][C@H:12]2[C@@H:16]3[O:17][C:18]([CH3:20])([CH3:21])[O:19][C@@H:15]3[C@@H:14]([O:22][CH2:23][CH2:24][OH:25])[CH2:13]2)=[N:35][C:34]([S:40][CH2:41][CH2:42][CH3:43])=[N:33][C:32]=1[Cl:31], predict the reactants needed to synthesize it. The reactants are: C(O)(=O)[C@@H]([C@H](C(O)=O)O)O.[NH2:11][C@H:12]1[C@@H:16]2[O:17][C:18]([CH3:21])([CH3:20])[O:19][C@@H:15]2[C@@H:14]([O:22][CH2:23][CH2:24][OH:25])[CH2:13]1.C(=O)(O)[O-].[Na+].[Cl:31][C:32]1[C:37]([NH2:38])=[C:36](Cl)[N:35]=[C:34]([S:40][CH2:41][CH2:42][CH3:43])[N:33]=1.C(O)CC(C)C. (2) Given the product [O:1]1[C:5]2[CH:6]=[CH:7][C:8]([C:10]3([C:13]([NH:15][C:16]4[CH:21]=[CH:20][C:19]([CH:22]([O:31][CH2:32][CH2:35][OH:36])[C:23]5[CH:28]=[CH:27][CH:26]=[CH:25][C:24]=5[O:29][CH3:30])=[CH:18][N:17]=4)=[O:14])[CH2:12][CH2:11]3)=[CH:9][C:4]=2[O:3][CH2:2]1, predict the reactants needed to synthesize it. The reactants are: [O:1]1[C:5]2[CH:6]=[CH:7][C:8]([C:10]3([C:13]([NH:15][C:16]4[CH:21]=[CH:20][C:19]([CH:22]([OH:31])[C:23]5[CH:28]=[CH:27][CH:26]=[CH:25][C:24]=5[O:29][CH3:30])=[CH:18][N:17]=4)=[O:14])[CH2:12][CH2:11]3)=[CH:9][C:4]=2[O:3][CH2:2]1.[CH:32]1([C:35](N)=[O:36])CC1.